Predict the reactants needed to synthesize the given product. From a dataset of Full USPTO retrosynthesis dataset with 1.9M reactions from patents (1976-2016). Given the product [CH3:1][O:2][C:3]([C:5]1[CH:10]=[N:9][C:8]([CH2:11][O:22][C:18]2[CH:19]=[CH:20][CH:21]=[C:16]([O:15][C:14]([F:13])([F:23])[F:24])[CH:17]=2)=[CH:7][N:6]=1)=[O:4], predict the reactants needed to synthesize it. The reactants are: [CH3:1][O:2][C:3]([C:5]1[CH:10]=[N:9][C:8]([CH2:11]Br)=[CH:7][N:6]=1)=[O:4].[F:13][C:14]([F:24])([F:23])[O:15][C:16]1[CH:17]=[C:18]([OH:22])[CH:19]=[CH:20][CH:21]=1.C(=O)([O-])[O-].[K+].[K+].